This data is from Full USPTO retrosynthesis dataset with 1.9M reactions from patents (1976-2016). The task is: Predict the reactants needed to synthesize the given product. (1) Given the product [C:1]([CH2:9][NH:10][CH2:11][C:12]1[CH:13]=[C:14]([C:18]2[CH:23]=[CH:22][C:21]([CH2:24][C@@H:25]([NH:31][C:32]([O:34][C:35]([CH3:38])([CH3:37])[CH3:36])=[O:33])[C:26]([O:28][CH3:29])=[O:27])=[CH:20][CH:19]=2)[CH:15]=[CH:16][CH:17]=1)(=[O:8])[C:2]1[CH:3]=[CH:4][CH:5]=[CH:6][CH:7]=1, predict the reactants needed to synthesize it. The reactants are: [C:1]([CH2:9][NH:10][CH2:11][C:12]1[CH:13]=[C:14]([C:18]2[CH:23]=[CH:22][C:21]([CH2:24][C@H:25]([NH:31][C:32]([O:34][C:35]([CH3:38])([CH3:37])[CH3:36])=[O:33])[C:26]([O:28][CH2:29]C)=[O:27])=[CH:20][CH:19]=2)[CH:15]=[CH:16][CH:17]=1)(=[O:8])[C:2]1[CH:7]=[CH:6][CH:5]=[CH:4][CH:3]=1.C(OC(N[C@H](CC1C=CC(C2C=CC=C(CNC)C=2)=CC=1)C(OC)=O)=O)(C)(C)C. (2) Given the product [Cl:1][C:2]1[CH:7]=[CH:6][C:5]([C:8]2[CH:13]=[CH:12][N:11]=[C:10]([NH:18][C:19]3[CH:27]=[CH:26][C:22]([C:23]([NH2:25])=[O:24])=[CH:21][CH:20]=3)[N:9]=2)=[CH:4][CH:3]=1, predict the reactants needed to synthesize it. The reactants are: [Cl:1][C:2]1[CH:7]=[CH:6][C:5]([C:8]2[CH:13]=[CH:12][N:11]=[C:10](S(C)(=O)=O)[N:9]=2)=[CH:4][CH:3]=1.[NH2:18][C:19]1[CH:27]=[CH:26][C:22]([C:23]([NH2:25])=[O:24])=[CH:21][CH:20]=1.